From a dataset of Full USPTO retrosynthesis dataset with 1.9M reactions from patents (1976-2016). Predict the reactants needed to synthesize the given product. (1) Given the product [F:39][C:29]([F:28])([CH2:30][N:31]1[CH2:32][CH2:33][O:34][CH2:35][CH2:36]1)[CH2:37][O:1][C:2]1[CH:3]=[N:4][C:5]([C:8]2[CH:9]=[C:10]([CH:25]=[CH:26][CH:27]=2)[CH2:11][C:12]2[C:17](=[O:18])[CH:16]=[CH:15][N:14]([C:19]3[CH:20]=[N:21][N:22]([CH3:24])[CH:23]=3)[N:13]=2)=[N:6][CH:7]=1, predict the reactants needed to synthesize it. The reactants are: [OH:1][C:2]1[CH:3]=[N:4][C:5]([C:8]2[CH:9]=[C:10]([CH:25]=[CH:26][CH:27]=2)[CH2:11][C:12]2[C:17](=[O:18])[CH:16]=[CH:15][N:14]([C:19]3[CH:20]=[N:21][N:22]([CH3:24])[CH:23]=3)[N:13]=2)=[N:6][CH:7]=1.[F:28][C:29]([F:39])([CH2:37]I)[CH2:30][N:31]1[CH2:36][CH2:35][O:34][CH2:33][CH2:32]1.C([O-])([O-])=O.[K+].[K+]. (2) Given the product [NH2:1][C:2]1[N:6]([C:7]2[C:12]([Cl:13])=[CH:11][C:10]([C:14]([F:16])([F:17])[F:15])=[CH:9][C:8]=2[Cl:18])[N:5]=[C:4]([C:19]#[N:20])[C:3]=1[N:21]([CH2:26][S:37]([CH3:29])(=[O:39])=[O:36])[S:22]([CH3:25])(=[O:23])=[O:41], predict the reactants needed to synthesize it. The reactants are: [NH2:1][C:2]1[N:6]([C:7]2[C:12]([Cl:13])=[CH:11][C:10]([C:14]([F:17])([F:16])[F:15])=[CH:9][C:8]=2[Cl:18])[N:5]=[C:4]([C:19]#[N:20])[C:3]=1[N:21]([CH2:26]SC)[S:22]([CH3:25])(=O)=[O:23].[C:29](=O)([O-])[O-].[Na+].[Na+].O[O:36][S:37]([O-:39])=O.[K+].[OH2:41]. (3) Given the product [NH2:36][N:37]1[C:30](=[O:32])[C:25]2[CH2:26][CH2:27][CH2:28][CH2:29][C:24]=2[N:23]=[C:21]1[CH2:20][CH2:19][CH2:18][CH2:17][N:14]1[CH2:13][CH2:12][N:11]([C:2]2[CH:3]=[CH:4][C:5]3[C:10](=[CH:9][CH:8]=[CH:7][CH:6]=3)[N:1]=2)[CH2:16][CH2:15]1, predict the reactants needed to synthesize it. The reactants are: [N:1]1[C:10]2[C:5](=[CH:6][CH:7]=[CH:8][CH:9]=2)[CH:4]=[CH:3][C:2]=1[N:11]1[CH2:16][CH2:15][N:14]([CH2:17][CH2:18][CH2:19][CH2:20][C:21]([NH:23][C:24]2[CH2:29][CH2:28][CH2:27][CH2:26][C:25]=2[C:30]([O:32]CC)=O)=O)[CH2:13][CH2:12]1.O.[NH2:36][NH2:37]. (4) Given the product [Cl:19][C:20]1[CH:27]=[C:26]([C:28]([F:29])([F:30])[F:31])[CH:25]=[CH:24][C:21]=1[CH2:22][N:7]1[C:8]([CH2:10][CH2:11][C:12]([O:14][CH2:15][CH3:16])=[O:13])=[CH:9][C:5]([O:4][CH:1]([CH3:3])[CH3:2])=[N:6]1, predict the reactants needed to synthesize it. The reactants are: [CH:1]([O:4][C:5]1[CH:9]=[C:8]([CH2:10][CH2:11][C:12]([O:14][CH2:15][CH3:16])=[O:13])[NH:7][N:6]=1)([CH3:3])[CH3:2].[H-].[Na+].[Cl:19][C:20]1[CH:27]=[C:26]([C:28]([F:31])([F:30])[F:29])[CH:25]=[CH:24][C:21]=1[CH2:22]Br.Cl. (5) Given the product [CH2:1]([O:3][C:4](=[O:18])[CH2:5][CH:6]1[O:10][B:9]([OH:11])[C:8]2[CH:12]=[C:13]([O:17][C:26]3[CH:31]=[N:30][CH:29]=[CH:28][N:27]=3)[CH:14]=[C:15]([F:16])[C:7]1=2)[CH3:2], predict the reactants needed to synthesize it. The reactants are: [CH2:1]([O:3][C:4](=[O:18])[CH2:5][CH:6]1[O:10][B:9]([OH:11])[C:8]2[CH:12]=[C:13]([OH:17])[CH:14]=[C:15]([F:16])[C:7]1=2)[CH3:2].C(=O)([O-])[O-].[Cs+].[Cs+].Cl[C:26]1[CH:31]=[N:30][CH:29]=[CH:28][N:27]=1. (6) Given the product [OH:18][C:11]1[CH:12]=[C:13]2[C:8](=[CH:9][C:10]=1[O:22][CH3:23])[CH:7]([CH2:24][C:25]1[CH:30]=[CH:29][CH:28]=[C:27]([O:31][CH2:32][CH3:33])[CH:26]=1)[NH:6][CH:15]=[C:14]2[CH:16]=[O:17], predict the reactants needed to synthesize it. The reactants are: C(OC([N:6]1[CH:15]=[C:14]([CH:16]=[O:17])[C:13]2[C:8](=[CH:9][C:10]([O:22][CH3:23])=[C:11]([O:18]C(=O)C)[CH:12]=2)[CH:7]1[CH2:24][C:25]1[CH:30]=[CH:29][CH:28]=[C:27]([O:31][CH2:32][CH3:33])[CH:26]=1)=O)C.[OH-].[K+]. (7) Given the product [CH:16]1[C:25]2[C:20](=[CH:21][CH:22]=[CH:23][CH:24]=2)[CH:19]=[CH:18][C:17]=1[O:26][CH2:3][CH:2]([OH:4])[CH2:1][O:5][C:6]1[CH:15]=[CH:14][C:13]2[C:8](=[CH:9][CH:10]=[CH:11][CH:12]=2)[CH:7]=1, predict the reactants needed to synthesize it. The reactants are: [CH2:1]([O:5][C:6]1[CH:15]=[CH:14][C:13]2[C:8](=[CH:9][CH:10]=[CH:11][CH:12]=2)[CH:7]=1)[CH:2]1[O:4][CH2:3]1.[CH:16]1[C:25]2[C:20](=[CH:21][CH:22]=[CH:23][CH:24]=2)[CH:19]=[CH:18][C:17]=1[OH:26]. (8) Given the product [Cl:1][C:2]1[CH:3]=[C:4]2[C:9](=[CH:10][CH:11]=1)[N:8]=[C:7]([O:12][CH3:13])[C:6]([NH:14][C:15]([N:30]1[CH2:31][CH2:32][N:27]([C:22]3[CH:23]=[CH:24][CH:25]=[CH:26][C:21]=3[CH3:20])[CH2:28][CH2:29]1)=[O:19])=[N:5]2, predict the reactants needed to synthesize it. The reactants are: [Cl:1][C:2]1[CH:3]=[C:4]2[C:9](=[CH:10][CH:11]=1)[N:8]=[C:7]([O:12][CH3:13])[C:6]([NH:14][C:15](=[O:19])OCC)=[N:5]2.[CH3:20][C:21]1[CH:26]=[CH:25][CH:24]=[CH:23][C:22]=1[N:27]1[CH2:32][CH2:31][NH:30][CH2:29][CH2:28]1. (9) Given the product [C:21]([C:22]1[CH:29]=[CH:28][C:25]([CH2:26][NH:27][C:4](=[O:6])[CH:3]([O:2][CH3:1])[C:7]2[CH:12]=[CH:11][C:10]([O:13][C:14]3[CH:19]=[CH:18][CH:17]=[CH:16][CH:15]=3)=[CH:9][CH:8]=2)=[CH:24][CH:23]=1)#[N:20], predict the reactants needed to synthesize it. The reactants are: [CH3:1][O:2][CH:3]([C:7]1[CH:12]=[CH:11][C:10]([O:13][C:14]2[CH:19]=[CH:18][CH:17]=[CH:16][CH:15]=2)=[CH:9][CH:8]=1)[C:4]([OH:6])=O.[NH2:20][CH2:21][C:22]1[CH:29]=[CH:28][C:25]([C:26]#[N:27])=[CH:24][CH:23]=1.